Dataset: Catalyst prediction with 721,799 reactions and 888 catalyst types from USPTO. Task: Predict which catalyst facilitates the given reaction. Reactant: [O:1]=[C:2]1[NH:6][C@H:5]2[CH2:7][S:8][C@@H:9]([CH2:10][CH2:11][CH2:12][CH2:13][C:14]([NH:16][CH2:17][CH2:18][CH2:19][CH2:20][CH2:21][C:22]([NH:24][CH2:25][CH2:26][CH2:27][CH2:28][CH2:29][C:30]([O:32]N3C(=O)CCC3=O)=O)=[O:23])=[O:15])[C@H:4]2[NH:3]1.[NH2:40][CH2:41][CH2:42][O:43][C@H:44]1[CH2:48][C@@H:47]([N:49]2[C:53]3[N:54]=[C:55]([S:70][CH2:71][CH2:72][CH3:73])[N:56]=[C:57]([NH:58][C@@H:59]4[CH2:61][C@H:60]4[C:62]4[CH:67]=[CH:66][C:65]([F:68])=[C:64]([F:69])[CH:63]=4)[C:52]=3[N:51]=[N:50]2)[C@H:46]([OH:74])[C@@H:45]1[OH:75]. Product: [F:69][C:64]1[CH:63]=[C:62]([C@@H:60]2[CH2:61][C@H:59]2[NH:58][C:57]2[C:52]3[N:51]=[N:50][N:49]([C@@H:47]4[CH2:48][C@H:44]([O:43][CH2:42][CH2:41][NH:40][C:30](=[O:32])[CH2:29][CH2:28][CH2:27][CH2:26][CH2:25][NH:24][C:22](=[O:23])[CH2:21][CH2:20][CH2:19][CH2:18][CH2:17][NH:16][C:14](=[O:15])[CH2:13][CH2:12][CH2:11][CH2:10][C@H:9]5[C@@H:4]6[C@@H:5]([NH:6][C:2](=[O:1])[NH:3]6)[CH2:7][S:8]5)[C@@H:45]([OH:75])[C@H:46]4[OH:74])[C:53]=3[N:54]=[C:55]([S:70][CH2:71][CH2:72][CH3:73])[N:56]=2)[CH:67]=[CH:66][C:65]=1[F:68]. The catalyst class is: 3.